The task is: Binary Classification. Given a drug SMILES string, predict its activity (active/inactive) in a high-throughput screening assay against a specified biological target.. This data is from Tyrosyl-DNA phosphodiesterase HTS with 341,365 compounds. (1) The drug is S1C(NC(C1)C(O)=O)c1cccnc1. The result is 0 (inactive). (2) The drug is S(=O)(=O)(Nc1cccnc1)c1c(cccc1)C. The result is 0 (inactive). (3) The molecule is O=C/1CCCC(=O)C1=C\C=C/N(C)C. The result is 1 (active). (4) The molecule is s1c(C(=O)Nc2c(cc(N3C(=O)C4C(C5CC4C=C5)C3=O)cc2)C)ccc1. The result is 1 (active). (5) The result is 0 (inactive). The drug is O(C(=O)Cc1c2c([nH]c1)cccc2)CC(=O)c1ccccc1. (6) The drug is Brc1cc(NC(=O)COc2c([N+]([O-])=O)ccc(F)c2)ccc1. The result is 0 (inactive).